This data is from Full USPTO retrosynthesis dataset with 1.9M reactions from patents (1976-2016). The task is: Predict the reactants needed to synthesize the given product. Given the product [OH:24][C:7]([CH3:22])([CH2:6][CH2:5][C:4]1[C:9](=[O:8])[C:10]([CH3:13])=[C:11]([CH3:12])[C:2](=[O:1])[C:3]=1[CH3:23])[C:14]([NH:16][CH2:17][CH2:18][CH:19]([CH3:21])[CH3:20])=[O:15], predict the reactants needed to synthesize it. The reactants are: [OH:1][C:2]1[C:3]([CH3:23])=[C:4]2[C:9](=[C:10]([CH3:13])[C:11]=1[CH3:12])[O:8][C:7]([CH3:22])([C:14]([NH:16][CH2:17][CH2:18][CH:19]([CH3:21])[CH3:20])=[O:15])[CH2:6][CH2:5]2.[O:24]=[N+]([O-])[O-].[O-][N+](=O)[O-].[O-][N+](=O)[O-].[O-][N+](=O)[O-].[O-][N+](=O)[O-].[O-][N+](=O)[O-].[Ce+4].[NH4+].[NH4+].